Dataset: Peptide-MHC class II binding affinity with 134,281 pairs from IEDB. Task: Regression. Given a peptide amino acid sequence and an MHC pseudo amino acid sequence, predict their binding affinity value. This is MHC class II binding data. (1) The peptide sequence is ERIKSEYMTSWFYDN. The MHC is DRB1_0801 with pseudo-sequence DRB1_0801. The binding affinity (normalized) is 0.229. (2) The peptide sequence is FDRLETLILLRAFTE. The MHC is DRB1_0405 with pseudo-sequence DRB1_0405. The binding affinity (normalized) is 0.435. (3) The peptide sequence is SGCWYGMEIRPQRHDEK. The MHC is DRB4_0101 with pseudo-sequence DRB4_0103. The binding affinity (normalized) is 0.439. (4) The peptide sequence is GVLKNEFMSLAFDYW. The MHC is DRB1_1201 with pseudo-sequence DRB1_1201. The binding affinity (normalized) is 0.720.